This data is from Forward reaction prediction with 1.9M reactions from USPTO patents (1976-2016). The task is: Predict the product of the given reaction. Given the reactants C([O:5][C:6](=[O:33])[CH2:7][N:8]1[C:16]2[C:11](=[CH:12][CH:13]=[C:14]([C:17]([O:19][CH3:20])=[O:18])[CH:15]=2)[C:10]([CH:21]2[CH2:26][CH2:25][CH2:24][CH2:23][CH2:22]2)=[C:9]1[C:27]1[CH:32]=[CH:31][CH:30]=[CH:29][CH:28]=1)(C)(C)C.C(Cl)Cl.C(O)(C(F)(F)F)=O, predict the reaction product. The product is: [CH:21]1([C:10]2[C:11]3[C:16](=[CH:15][C:14]([C:17]([O:19][CH3:20])=[O:18])=[CH:13][CH:12]=3)[N:8]([CH2:7][C:6]([OH:33])=[O:5])[C:9]=2[C:27]2[CH:32]=[CH:31][CH:30]=[CH:29][CH:28]=2)[CH2:22][CH2:23][CH2:24][CH2:25][CH2:26]1.